This data is from Catalyst prediction with 721,799 reactions and 888 catalyst types from USPTO. The task is: Predict which catalyst facilitates the given reaction. (1) Reactant: CO[C:3]1[CH:19]=[C:18]([NH:20]C)[C:17]([N+:22]([O-])=O)=[CH:16][C:4]=1[O:5][C:6]1[CH:11]=[CH:10][N:9]=[C:8]([C:12](NC)=O)C=1.[CH3:25][CH2:26]O. Product: [N:9]1([CH2:10][CH2:11][CH2:6][O:5][C:4]2[CH:16]=[C:17]([NH2:22])[C:18]([NH2:20])=[CH:19][CH:3]=2)[CH2:8][CH2:12][CH2:26][CH2:25]1. The catalyst class is: 45. (2) Reactant: [CH2:1]([O:3][C:4]1[CH:5]=[C:6](/[CH:13]=[CH:14]/[N:15](C)C)[CH:7]=[CH:8][C:9]=1[N+:10]([O-:12])=[O:11])[CH3:2].NOS(O)(=O)=O. Product: [CH2:1]([O:3][C:4]1[CH:5]=[C:6]([CH2:13][C:14]#[N:15])[CH:7]=[CH:8][C:9]=1[N+:10]([O-:12])=[O:11])[CH3:2]. The catalyst class is: 6.